From a dataset of Full USPTO retrosynthesis dataset with 1.9M reactions from patents (1976-2016). Predict the reactants needed to synthesize the given product. (1) Given the product [CH2:10]([O:9][C:7](=[O:8])[C:6]([CH3:13])([CH3:12])[CH2:5][CH2:4][CH2:3][CH2:2][N:18]1[C:17](=[O:19])[C:16]2=[CH:20][CH:21]=[CH:22][CH:23]=[C:15]2[C:14]1=[O:24])[CH3:11], predict the reactants needed to synthesize it. The reactants are: Br[CH2:2][CH2:3][CH2:4][CH2:5][C:6]([CH3:13])([CH3:12])[C:7]([O:9][CH2:10][CH3:11])=[O:8].[C:14]1(=[O:24])[NH:18][C:17](=[O:19])[C:16]2=[CH:20][CH:21]=[CH:22][CH:23]=[C:15]12.[K]. (2) Given the product [N:37]1[CH:36]=[CH:35][N:32]2[CH:33]=[CH:34][C:29]([CH2:28][NH:27][C:25]([C:23]3[O:24][C:20]([C:9]4[N:5]([CH2:1][CH:2]([CH3:3])[CH3:4])[N:6]=[CH:7][CH:8]=4)=[CH:21][CH:22]=3)=[O:26])=[CH:30][C:31]=12, predict the reactants needed to synthesize it. The reactants are: [CH2:1]([N:5]1[CH:9]=[C:8](B2OC(C)(C)C(C)(C)O2)[CH:7]=[N:6]1)[CH:2]([CH3:4])[CH3:3].Br[C:20]1[O:24][C:23]([C:25]([NH:27][CH2:28][C:29]2[CH:34]=[CH:33][N:32]3[CH:35]=[CH:36][N:37]=[C:31]3[CH:30]=2)=[O:26])=[CH:22][CH:21]=1.BrC1C=CC(N)=CC=1. (3) Given the product [CH3:10][C@@H:9]([NH2:8])[CH2:11][O:12][C:13]1[CH:18]=[CH:17][CH:16]=[CH:15][CH:14]=1, predict the reactants needed to synthesize it. The reactants are: C(OC([NH:8][C@@H:9]([CH2:11][O:12][C:13]1[CH:18]=[CH:17][CH:16]=[CH:15][CH:14]=1)[CH3:10])=O)(C)(C)C.FC(F)(F)C(O)=O. (4) The reactants are: Cl.[CH2:2]([O:4][C:5](=[O:25])[C@@H:6]([CH3:24])[CH2:7][CH:8]([NH2:23])[CH2:9][C:10]1[CH:15]=[CH:14][C:13]([C:16]2[CH:21]=[CH:20][CH:19]=[C:18]([Cl:22])[CH:17]=2)=[CH:12][CH:11]=1)[CH3:3].Cl[C:27](Cl)([O:29]C(=O)OC(Cl)(Cl)Cl)Cl. Given the product [CH2:2]([O:4][C:5](=[O:25])[C@@H:6]([CH3:24])[CH2:7][CH:8]([N:23]=[C:27]=[O:29])[CH2:9][C:10]1[CH:15]=[CH:14][C:13]([C:16]2[CH:21]=[CH:20][CH:19]=[C:18]([Cl:22])[CH:17]=2)=[CH:12][CH:11]=1)[CH3:3], predict the reactants needed to synthesize it. (5) Given the product [CH2:1]([N:3]1[CH2:8][CH2:7][N:6]([CH:9]2[CH2:14][CH2:13][NH:12][CH2:11][CH2:10]2)[CH2:5][CH2:4]1)[CH3:2], predict the reactants needed to synthesize it. The reactants are: [CH2:1]([N:3]1[CH2:8][CH2:7][N:6]([CH:9]2[CH2:14][CH2:13][N:12](C(OC(C)(C)C)=O)[CH2:11][CH2:10]2)[CH2:5][CH2:4]1)[CH3:2].Cl.O. (6) Given the product [N:11]1([CH2:14][CH2:15][C:16]2([CH2:21][N:22]3[CH2:26][CH2:25][CH2:24][C:23]3=[O:27])[CH2:17][CH2:18][CH2:19][CH2:20]2)[CH2:10][CH2:9][NH:8][CH2:13][CH2:12]1, predict the reactants needed to synthesize it. The reactants are: C([N:8]1[CH2:13][CH2:12][N:11]([CH2:14][CH2:15][C:16]2([CH2:21][N:22]3[CH2:26][CH2:25][CH2:24][C:23]3=[O:27])[CH2:20][CH2:19][CH2:18][CH2:17]2)[CH2:10][CH2:9]1)C1C=CC=CC=1.[H][H]. (7) Given the product [C:5]([N:12]1[CH2:17][CH2:16][N:15]([C:1](=[O:3])[CH3:2])[CH:14]([C:18]2[CH:23]=[CH:22][CH:21]=[CH:20][CH:19]=2)[CH2:13]1)([O:7][C:8]([CH3:11])([CH3:10])[CH3:9])=[O:6], predict the reactants needed to synthesize it. The reactants are: [C:1](Cl)(=[O:3])[CH3:2].[C:5]([N:12]1[CH2:17][CH2:16][NH:15][CH:14]([C:18]2[CH:23]=[CH:22][CH:21]=[CH:20][CH:19]=2)[CH2:13]1)([O:7][C:8]([CH3:11])([CH3:10])[CH3:9])=[O:6].